From a dataset of Forward reaction prediction with 1.9M reactions from USPTO patents (1976-2016). Predict the product of the given reaction. (1) Given the reactants [F:1][C:2]1[CH:18]=[CH:17][C:5]([CH:6]=[C:7]2[C:12](=[O:13])[O:11][C:10]([CH3:15])([CH3:14])[O:9][C:8]2=[O:16])=[CH:4][C:3]=1[O:19][CH3:20].[CH:21]1([Mg]Br)[CH2:23][CH2:22]1.Cl.C(=O)([O-])O.[Na+], predict the reaction product. The product is: [CH:21]1([CH:6]([C:5]2[CH:17]=[CH:18][C:2]([F:1])=[C:3]([O:19][CH3:20])[CH:4]=2)[CH:7]2[C:8](=[O:16])[O:9][C:10]([CH3:15])([CH3:14])[O:11][C:12]2=[O:13])[CH2:23][CH2:22]1. (2) Given the reactants [CH:1]1([NH:8][CH2:9][CH2:10][N:11]([CH2:22][CH2:23][C:24]2[CH:33]=[CH:32][C:31]([OH:34])=[C:30]3[C:25]=2[CH:26]=[CH:27][C:28](=[O:35])[NH:29]3)[C:12](=[O:21])[O:13][CH2:14][C:15]2[CH:20]=[CH:19][CH:18]=[CH:17][CH:16]=2)[CH2:7][CH2:6][CH2:5][CH2:4][CH2:3][CH2:2]1.[C:36](Cl)(=[O:39])[CH:37]=[CH2:38].C(=O)([O-])[O-].[K+].[K+].Cl, predict the reaction product. The product is: [CH:1]1([N:8]([CH2:9][CH2:10][N:11]([CH2:22][CH2:23][C:24]2[CH:33]=[CH:32][C:31]([OH:34])=[C:30]3[C:25]=2[CH:26]=[CH:27][C:28](=[O:35])[NH:29]3)[C:12](=[O:21])[O:13][CH2:14][C:15]2[CH:20]=[CH:19][CH:18]=[CH:17][CH:16]=2)[C:36](=[O:39])[CH:37]=[CH2:38])[CH2:7][CH2:6][CH2:5][CH2:4][CH2:3][CH2:2]1. (3) Given the reactants [OH:1][B:2]1[C:6]2[C:7](/[CH:11]=[CH:12]/[CH2:13][CH2:14][C:15]([OH:17])=[O:16])=[CH:8][CH:9]=[CH:10][C:5]=2[CH2:4][O:3]1, predict the reaction product. The product is: [OH:1][B:2]1[C:6]2[C:7]([CH2:11][CH2:12][CH2:13][CH2:14][C:15]([OH:17])=[O:16])=[CH:8][CH:9]=[CH:10][C:5]=2[CH2:4][O:3]1. (4) The product is: [Br-:1].[F:18][C:4]1[CH:5]=[C:6]2[C:11](=[CH:12][C:3]=1[CH2:2][P+:25]([C:26]1[CH:27]=[CH:28][CH:29]=[CH:30][CH:31]=1)([C:32]1[CH:37]=[CH:36][CH:35]=[CH:34][CH:33]=1)[C:19]1[CH:20]=[CH:21][CH:22]=[CH:23][CH:24]=1)[O:10][CH2:9][CH:8]([CH2:13][CH2:14][CH2:15][CH2:16][CH3:17])[CH2:7]2. Given the reactants [Br:1][CH2:2][C:3]1[CH:12]=[C:11]2[C:6]([CH2:7][CH:8]([CH2:13][CH2:14][CH2:15][CH2:16][CH3:17])[CH2:9][O:10]2)=[CH:5][C:4]=1[F:18].[C:19]1([P:25]([C:32]2[CH:37]=[CH:36][CH:35]=[CH:34][CH:33]=2)[C:26]2[CH:31]=[CH:30][CH:29]=[CH:28][CH:27]=2)[CH:24]=[CH:23][CH:22]=[CH:21][CH:20]=1, predict the reaction product. (5) Given the reactants F[C:2](F)(F)C(O)=O.[N:8]1[C:17]2[C:12](=[CH:13][CH:14]=[CH:15][CH:16]=2)[CH:11]=[CH:10][C:9]=1[N:18]1[CH2:23][CH2:22][CH:21]([O:24][C:25]2[C:26]([CH:31]3[CH2:36][CH2:35][N:34](C(OC(C)(C)C)=O)[CH2:33][CH2:32]3)=N[CH:28]=[CH:29][N:30]=2)[CH2:20][CH2:19]1, predict the reaction product. The product is: [NH:34]1[CH2:33][CH2:32][CH:31]([C:26]2[C:25]([O:24][CH:21]3[CH2:20][CH2:19][N:18]([C:9]4[CH:10]=[CH:11][C:16]5[C:17](=[CH:12][CH:13]=[CH:14][CH:15]=5)[N:8]=4)[CH2:23][CH2:22]3)=[N:30][CH:29]=[CH:28][CH:2]=2)[CH2:36][CH2:35]1. (6) Given the reactants [CH3:1][N:2]1[CH:6]=[C:5]([C:7]2[N:12]=[C:11]([C:13]3[CH:14]=[N:15][NH:16][CH:17]=3)[N:10]3[CH:18]=[CH:19][N:20]=[C:9]3[CH:8]=2)[CH:4]=[N:3]1.[CH2:21]1[C:24]2([CH2:29][CH2:28][CH2:27][CH2:26][CH2:25]2)[CH2:23][C:22]1=[CH:30][C:31]#[N:32], predict the reaction product. The product is: [CH3:1][N:2]1[CH:6]=[C:5]([C:7]2[N:12]=[C:11]([C:13]3[CH:14]=[N:15][N:16]([C:22]4([CH2:30][C:31]#[N:32])[CH2:23][C:24]5([CH2:29][CH2:28][CH2:27][CH2:26][CH2:25]5)[CH2:21]4)[CH:17]=3)[N:10]3[CH:18]=[CH:19][N:20]=[C:9]3[CH:8]=2)[CH:4]=[N:3]1. (7) Given the reactants [Cl:1][C:2]1[CH:7]=[CH:6][C:5]([C:8]2[C:14]3[C:15]([CH3:20])=[C:16]([CH:18]=[O:19])[S:17][C:13]=3[N:12]3[C:21]([CH3:24])=[N:22][N:23]=[C:11]3[C@H:10]([CH2:25][C:26]([O:28][CH3:29])=[O:27])[N:9]=2)=[CH:4][CH:3]=1.P([O-])(O)(O)=[O:31].[Na+].OO.Cl([O-])=O.[Na+].S([O-])([O-])=O.[Na+].[Na+], predict the reaction product. The product is: [Cl:1][C:2]1[CH:3]=[CH:4][C:5]([C:8]2[C:14]3[C:15]([CH3:20])=[C:16]([C:18]([OH:31])=[O:19])[S:17][C:13]=3[N:12]3[C:21]([CH3:24])=[N:22][N:23]=[C:11]3[C@H:10]([CH2:25][C:26]([O:28][CH3:29])=[O:27])[N:9]=2)=[CH:6][CH:7]=1. (8) Given the reactants O=[CH:2][C:3]1[CH:11]=[CH:10][C:8]([OH:9])=[C:5]([O:6][CH3:7])[CH:4]=1.C(O)(=O)[CH2:13][C:14]([OH:16])=[O:15].N1CCCCC1.C(O)(=O)C, predict the reaction product. The product is: [C:14]([OH:16])(=[O:15])/[CH:13]=[CH:2]/[C:3]1[CH:11]=[CH:10][C:8]([OH:9])=[C:5]([O:6][CH3:7])[CH:4]=1. (9) The product is: [C:1]([C:5]1[CH:10]=[CH:9][C:8]([S:11]([N:14]([C:15]2[CH:16]=[CH:17][C:18]([CH3:21])=[CH:19][CH:20]=2)[CH2:22][C:23]([N:28]([CH2:29][C:30]2[CH:31]=[CH:32][C:33]([C:34]#[N:35])=[CH:36][CH:37]=2)[CH2:26][CH3:27])=[O:24])(=[O:13])=[O:12])=[CH:7][CH:6]=1)([CH3:3])([CH3:2])[CH3:4]. Given the reactants [C:1]([C:5]1[CH:10]=[CH:9][C:8]([S:11]([N:14]([CH2:22][C:23](O)=[O:24])[C:15]2[CH:20]=[CH:19][C:18]([CH3:21])=[CH:17][CH:16]=2)(=[O:13])=[O:12])=[CH:7][CH:6]=1)([CH3:4])([CH3:3])[CH3:2].[CH2:26]([NH:28][CH2:29][C:30]1[CH:37]=[CH:36][C:33]([C:34]#[N:35])=[CH:32][CH:31]=1)[CH3:27], predict the reaction product.